This data is from Forward reaction prediction with 1.9M reactions from USPTO patents (1976-2016). The task is: Predict the product of the given reaction. (1) Given the reactants [CH:1]1([CH:7]([C:9]2[C:10]([CH2:24][CH3:25])=[N:11][N:12]([C:14]3[CH:19]=[CH:18][C:17]([C:20]([F:23])([F:22])[F:21])=[CH:16][N:15]=3)[CH:13]=2)O)[CH2:6][CH2:5][CH2:4][CH2:3][CH2:2]1.[NH2:26][C:27]1[CH:32]=[CH:31][C:30]([C:33]([N:35]([CH3:43])[CH2:36][CH2:37][C:38]([O:40]CC)=[O:39])=[O:34])=[CH:29][CH:28]=1, predict the reaction product. The product is: [CH:1]1([CH:7]([NH:26][C:27]2[CH:28]=[CH:29][C:30]([C:33]([N:35]([CH3:43])[CH2:36][CH2:37][C:38]([OH:40])=[O:39])=[O:34])=[CH:31][CH:32]=2)[C:9]2[C:10]([CH2:24][CH3:25])=[N:11][N:12]([C:14]3[CH:19]=[CH:18][C:17]([C:20]([F:23])([F:22])[F:21])=[CH:16][N:15]=3)[CH:13]=2)[CH2:6][CH2:5][CH2:4][CH2:3][CH2:2]1. (2) Given the reactants [Br:1][C:2]1[CH:7]=[CH:6][C:5]([C:8]([NH2:11])([CH3:10])[CH3:9])=[CH:4][CH:3]=1.C([O:16][C:17]([C:19]1[CH:24]=[CH:23][CH:22]=[CH:21][C:20]=1[C:25]1[CH:30]=[CH:29][C:28]([CH2:31][N:32]2[C:40]3[C:35](=[CH:36][C:37]([C:41](O)=[O:42])=[CH:38][CH:39]=3)[C:34]([CH3:44])=[C:33]2[CH3:45])=[CH:27][CH:26]=1)=[O:18])(C)(C)C, predict the reaction product. The product is: [Br:1][C:2]1[CH:3]=[CH:4][C:5]([C:8]([NH:11][C:41]([C:37]2[CH:36]=[C:35]3[C:40](=[CH:39][CH:38]=2)[N:32]([CH2:31][C:28]2[CH:27]=[CH:26][C:25]([C:20]4[C:19]([C:17]([OH:18])=[O:16])=[CH:24][CH:23]=[CH:22][CH:21]=4)=[CH:30][CH:29]=2)[C:33]([CH3:45])=[C:34]3[CH3:44])=[O:42])([CH3:9])[CH3:10])=[CH:6][CH:7]=1. (3) Given the reactants C(N(CC)CC)C.C1(P(C2C=CC=CC=2)C2C=CC=CC=2)C=CC=CC=1.II.[F:29][C:30]1[CH:35]=[CH:34][C:33]([C:36](=[O:50])[CH:37]([NH:43][C:44](=O)[C:45]([F:48])([F:47])[F:46])[C:38]([O:40][CH2:41][CH3:42])=[O:39])=[CH:32][CH:31]=1, predict the reaction product. The product is: [F:29][C:30]1[CH:31]=[CH:32][C:33]([C:36]2[O:50][C:44]([C:45]([F:46])([F:47])[F:48])=[N:43][C:37]=2[C:38]([O:40][CH2:41][CH3:42])=[O:39])=[CH:34][CH:35]=1. (4) Given the reactants [F:1][C:2]([F:16])([C:12]([F:15])([F:14])[F:13])[CH2:3][CH2:4][CH2:5][S:6]([CH2:8][CH2:9][CH2:10]Cl)=[O:7].[NH2:17][CH2:18][CH2:19][CH2:20][OH:21], predict the reaction product. The product is: [F:1][C:2]([F:16])([C:12]([F:15])([F:14])[F:13])[CH2:3][CH2:4][CH2:5][S:6]([CH2:8][CH2:9][CH2:10][NH:17][CH2:18][CH2:19][CH2:20][OH:21])=[O:7]. (5) Given the reactants [CH2:1]([O:3][C:4]1[CH:5]=[C:6]([CH:9]=[CH:10][C:11]=1[OH:12])[CH:7]=[O:8])[CH3:2].[CH:13]([Si:16](Cl)([CH:20]([CH3:22])[CH3:21])[CH:17]([CH3:19])[CH3:18])([CH3:15])[CH3:14].N1C=CN=C1, predict the reaction product. The product is: [CH2:1]([O:3][C:4]1[CH:5]=[C:6]([CH2:7][OH:8])[CH:9]=[CH:10][C:11]=1[O:12][Si:16]([CH:20]([CH3:22])[CH3:21])([CH:17]([CH3:19])[CH3:18])[CH:13]([CH3:15])[CH3:14])[CH3:2]. (6) Given the reactants [CH2:1]=[CH:2][CH2:3][CH2:4][CH2:5][CH2:6][CH2:7][CH3:8].[H][H].C=C.[Al], predict the reaction product. The product is: [CH2:1]=[CH2:2].[CH2:1]=[CH:2][CH2:3][CH2:4][CH2:5][CH2:6][CH2:7][CH3:8].